From a dataset of Full USPTO retrosynthesis dataset with 1.9M reactions from patents (1976-2016). Predict the reactants needed to synthesize the given product. (1) Given the product [CH:1]([C:3]1[CH:4]=[CH:5][C:6]2[O:11][CH:14]([C:13]([F:12])([F:22])[F:21])[C:15]([C:16]([O:18][CH2:19][CH3:20])=[O:17])=[CH:8][C:7]=2[CH:10]=1)=[O:2], predict the reactants needed to synthesize it. The reactants are: [CH:1]([C:3]1[CH:10]=[C:7]([CH:8]=O)[C:6]([OH:11])=[CH:5][CH:4]=1)=[O:2].[F:12][C:13]([F:22])([F:21])/[CH:14]=[CH:15]/[C:16]([O:18][CH2:19][CH3:20])=[O:17].C(=O)([O-])[O-].[K+].[K+]. (2) Given the product [Cl:1][C:2]1[CH:3]=[C:4]([C:8]#[C:9][C:10]2[CH2:11][C:12]3([CH2:16][CH2:15][N:14]([C:17]([N:19]([O:21][CH3:22])[CH3:20])=[O:18])[CH2:13][CH2:26]3)[O:23][N:24]=2)[CH:5]=[CH:6][CH:7]=1, predict the reactants needed to synthesize it. The reactants are: [Cl:1][C:2]1[CH:3]=[C:4]([C:8]#[C:9][C:10]2[CH2:11][C:12]3([O:23][N:24]=2)[CH2:16][CH2:15][N:14]([C:17]([N:19]([O:21][CH3:22])[CH3:20])=[O:18])[CH2:13]3)[CH:5]=[CH:6][CH:7]=1.Cl[C:26]1C=C(C#CC2CC3(CCNC3)ON=2)C=CC=1. (3) Given the product [CH:1]1([C@H:4]([NH:6][C:7]2[N:12]=[C:11]([NH:13][C@@H:14]([CH:16]3[CH2:17][CH2:18]3)[CH3:15])[N:10]=[C:9]([C:19]3[N:24]=[C:23]([C:25]#[N:27])[CH:22]=[CH:21][CH:20]=3)[N:8]=2)[CH3:5])[CH2:3][CH2:2]1, predict the reactants needed to synthesize it. The reactants are: [CH:1]1([C@H:4]([NH:6][C:7]2[N:12]=[C:11]([NH:13][C@@H:14]([CH:16]3[CH2:18][CH2:17]3)[CH3:15])[N:10]=[C:9]([C:19]3[N:24]=[C:23]([C:25]([NH2:27])=O)[CH:22]=[CH:21][CH:20]=3)[N:8]=2)[CH3:5])[CH2:3][CH2:2]1.P(Cl)(Cl)Cl. (4) The reactants are: [CH3:1][C:2]1[CH:7]=[CH:6][C:5]([C:8]2[CH:13]=[CH:12][CH:11]=[C:10]([N+:14]([O-])=O)[CH:9]=2)=[CH:4][CH:3]=1.C.O.NN. Given the product [CH3:1][C:2]1[CH:3]=[CH:4][C:5]([C:8]2[CH:13]=[CH:12][CH:11]=[C:10]([NH2:14])[CH:9]=2)=[CH:6][CH:7]=1, predict the reactants needed to synthesize it. (5) Given the product [Cl:25][CH2:26][CH2:27][CH2:28][CH2:29][CH:11]([C:8]1[CH:9]=[CH:10][C:5]([O:4][CH:1]([CH3:3])[CH3:2])=[CH:6][CH:7]=1)[C:12]([OH:14])=[O:13], predict the reactants needed to synthesize it. The reactants are: [CH:1]([O:4][C:5]1[CH:10]=[CH:9][C:8]([CH2:11][C:12]([OH:14])=[O:13])=[CH:7][CH:6]=1)([CH3:3])[CH3:2].C[Si]([N-][Si](C)(C)C)(C)C.[Na+].[Cl:25][CH2:26][CH2:27][CH2:28][CH2:29]I. (6) The reactants are: Br[C:2]1[CH:15]=[CH:14][C:13]2[O:12][C:11]3[C:6](=[CH:7][C:8]([O:16][C:17]4[CH:22]=[CH:21][CH:20]=[CH:19][N:18]=4)=[CH:9][CH:10]=3)[C@@:5]3([CH2:26][O:25][C:24]([NH2:27])=[N:23]3)[C:4]=2[CH:3]=1.[CH3:28][C:29]([CH3:33])([CH3:32])[C:30]#[CH:31].CN(C=O)C.C(NC(C)C)(C)C. Given the product [CH3:28][C:29]([CH3:33])([CH3:32])[C:30]#[C:31][C:2]1[CH:15]=[CH:14][C:13]2[O:12][C:11]3[C:6](=[CH:7][C:8]([O:16][C:17]4[CH:22]=[CH:21][CH:20]=[CH:19][N:18]=4)=[CH:9][CH:10]=3)[C@@:5]3([CH2:26][O:25][C:24]([NH2:27])=[N:23]3)[C:4]=2[CH:3]=1, predict the reactants needed to synthesize it. (7) Given the product [F:1][C:2]1[CH:3]=[N:4][N:5]([C:7]2[N:12]=[C:11]([OH:13])[C:10]([C:14]([OH:16])=[O:15])=[CH:9][N:8]=2)[CH:6]=1, predict the reactants needed to synthesize it. The reactants are: [F:1][C:2]1[CH:3]=[N:4][N:5]([C:7]2[N:12]=[C:11]([OH:13])[C:10]([C:14]([O:16]CC)=[O:15])=[CH:9][N:8]=2)[CH:6]=1.[OH-].[K+]. (8) Given the product [CH2:3]([N:10]1[CH2:11][CH2:12][CH:13]([C:16]2[CH:17]=[CH:18][C:19]([Br:22])=[CH:20][CH:21]=2)[CH:14]([OH:29])[CH2:15]1)[C:4]1[CH:5]=[CH:6][CH:7]=[CH:8][CH:9]=1, predict the reactants needed to synthesize it. The reactants are: [BH4-].[Na+].[CH2:3]([N:10]1[CH2:15][CH:14]=[C:13]([C:16]2[CH:21]=[CH:20][C:19]([Br:22])=[CH:18][CH:17]=2)[CH2:12][CH2:11]1)[C:4]1[CH:9]=[CH:8][CH:7]=[CH:6][CH:5]=1.B(F)(F)F.CC[O:29]CC.[OH-].[K+].OO. (9) Given the product [C:17]([O:16][C:15](=[O:21])[NH:14][C@H:11]1[CH2:10][CH2:9][C@@H:8]([N:1]2[CH2:6][CH2:5][O:4][CH2:3][CH2:2]2)[CH2:13][CH2:12]1)([CH3:20])([CH3:18])[CH3:19], predict the reactants needed to synthesize it. The reactants are: [NH:1]1[CH2:6][CH2:5][O:4][CH2:3][CH2:2]1.O=[C:8]1[CH2:13][CH2:12][CH:11]([NH:14][C:15](=[O:21])[O:16][C:17]([CH3:20])([CH3:19])[CH3:18])[CH2:10][CH2:9]1.CO.[BH4-].[Na+]. (10) Given the product [CH3:1][O:2][C:3]1[C:23]([CH3:24])=[CH:22][C:6]2[C:7]3[N:12]([CH:13]([CH3:15])[CH2:14][C:5]=2[CH:4]=1)[CH:11]=[C:10]([C:16]([OH:18])=[O:17])[C:9](=[O:21])[CH:8]=3, predict the reactants needed to synthesize it. The reactants are: [CH3:1][O:2][C:3]1[C:23]([CH3:24])=[CH:22][C:6]2[C:7]3[N:12]([CH:13]([CH3:15])[CH2:14][C:5]=2[CH:4]=1)[CH:11]=[C:10]([C:16]([O:18]CC)=[O:17])[C:9](=[O:21])[CH:8]=3.O.[OH-].[Li+].Cl.